From a dataset of Forward reaction prediction with 1.9M reactions from USPTO patents (1976-2016). Predict the product of the given reaction. (1) Given the reactants [CH:1]1([C:7]2[C:8]3[CH:9]=[CH:10][C:11]([C:33]([O:35][CH3:36])=[O:34])=[CH:12][C:13]=3[N:14]3[C:21]=2[C:20]2[CH:22]=[CH:23][CH:24]=[CH:25][C:19]=2[O:18][CH2:17][C:16]2([CH2:30]OC(C)(C)O[CH2:26]2)[CH2:15]3)[CH2:6][CH2:5][CH2:4][CH2:3][CH2:2]1.CCN(C(C)C)C(C)C.FC(F)(F)S(OS(C(F)(F)F)(=O)=O)(=O)=O.[NH2:61][CH2:62][CH2:63][N:64]1[CH2:69][CH2:68][N:67](C(OC(C)(C)C)=O)[CH2:66][CH2:65]1.[S:77](N)([NH2:80])(=[O:79])=[O:78], predict the reaction product. The product is: [NH2:80][S:77]([N:67]1[CH2:68][CH2:69][N:64]([CH2:63][CH2:62][N:61]2[CH2:30][C:16]3([CH2:15][N:14]4[C:13]5[CH:12]=[C:11]([C:33]([O:35][CH3:36])=[O:34])[CH:10]=[CH:9][C:8]=5[C:7]([CH:1]5[CH2:6][CH2:5][CH2:4][CH2:3][CH2:2]5)=[C:21]4[C:20]4[CH:22]=[CH:23][CH:24]=[CH:25][C:19]=4[O:18][CH2:17]3)[CH2:26]2)[CH2:65][CH2:66]1)(=[O:79])=[O:78]. (2) Given the reactants CC1(C)[O:6][C@@H:5]([CH2:7][N:8]2[CH:13]=[C:12]([C:14]([OH:16])=O)[C:11](=[O:17])[N:10]([C:18]3[CH:23]=[CH:22][C:21]([F:24])=[CH:20][CH:19]=3)[C:9]2=[O:25])[CH2:4][O:3]1.F[P-](F)(F)(F)(F)F.C[N+](C)=C(N(C)C)ON1C2N=CC=CC=2N=N1.C(N(CC)C(C)C)(C)C.[CH3:60][O:61][C:62]1[CH:63]=[C:64]2[C:69](=[CH:70][C:71]=1[O:72][CH3:73])[N:68]=[CH:67][CH:66]=[C:65]2[O:74][C:75]1[CH:80]=[CH:79][C:78]([NH2:81])=[CH:77][C:76]=1[F:82].O1CCOCC1, predict the reaction product. The product is: [CH3:60][O:61][C:62]1[CH:63]=[C:64]2[C:69](=[CH:70][C:71]=1[O:72][CH3:73])[N:68]=[CH:67][CH:66]=[C:65]2[O:74][C:75]1[CH:80]=[CH:79][C:78]([NH:81][C:14]([C:12]2[C:11](=[O:17])[N:10]([C:18]3[CH:23]=[CH:22][C:21]([F:24])=[CH:20][CH:19]=3)[C:9](=[O:25])[N:8]([CH2:7][C@H:5]([OH:6])[CH2:4][OH:3])[CH:13]=2)=[O:16])=[CH:77][C:76]=1[F:82]. (3) Given the reactants Br[C:2]1[CH:11]=[CH:10][C:9]2[C:4](=[CH:5][C:6]([S:12][CH3:13])=[CH:7][CH:8]=2)[CH:3]=1.[Li]CCCC.[C:19](=[O:21])=[O:20], predict the reaction product. The product is: [CH3:13][S:12][C:6]1[CH:5]=[C:4]2[C:9]([CH:10]=[CH:11][C:2]([C:19]([OH:21])=[O:20])=[CH:3]2)=[CH:8][CH:7]=1. (4) The product is: [Cl:1][C:2]1[N:3]=[C:4]([C:9]([NH:11][C@H:12]2[CH2:17][CH2:16][N:15]([C:18]3[S:19][C:20]([C:26]([O:28][CH2:29][CH3:30])=[O:27])=[C:21]([C:23]([N:37]4[CH2:38][CH2:39][N:34]([CH3:33])[CH2:35][CH2:36]4)=[O:24])[N:22]=3)[CH2:14][C@H:13]2[O:31][CH3:32])=[O:10])[NH:5][C:6]=1[CH2:7][CH3:8]. Given the reactants [Cl:1][C:2]1[N:3]=[C:4]([C:9]([NH:11][C@H:12]2[CH2:17][CH2:16][N:15]([C:18]3[S:19][C:20]([C:26]([O:28][CH2:29][CH3:30])=[O:27])=[C:21]([C:23](O)=[O:24])[N:22]=3)[CH2:14][C@H:13]2[O:31][CH3:32])=[O:10])[NH:5][C:6]=1[CH2:7][CH3:8].[CH3:33][N:34]1[CH2:39][CH2:38][NH:37][CH2:36][CH2:35]1.CCN=C=NCCCN(C)C.Cl.C1C=CC2N(O)N=NC=2C=1, predict the reaction product. (5) Given the reactants [C:1]([C:5]1[CH:6]=[C:7]([CH:12]=[CH:13][C:14]=1[OH:15])[C:8]([O:10][CH3:11])=[O:9])([CH3:4])([CH3:3])[CH3:2].[I:16]N1C(=O)CCC1=O.FC(F)(F)S(O)(=O)=O.O, predict the reaction product. The product is: [C:1]([C:5]1[CH:6]=[C:7]([CH:12]=[C:13]([I:16])[C:14]=1[OH:15])[C:8]([O:10][CH3:11])=[O:9])([CH3:4])([CH3:2])[CH3:3]. (6) The product is: [C:1]1([C@@H:13]2[CH2:14][CH2:15][C@H:16]([CH:19]([CH3:22])[C:20]#[N:21])[CH2:17][CH2:18]2)[N:2]=[N:3][N:4]2[C:9]=1[C:8]1[CH:10]=[CH:11][NH:12][C:7]=1[N:6]=[CH:5]2.[C:1]1([C@H:13]2[CH2:14][CH2:15][C@H:16]([CH:19]([CH3:22])[C:20]#[N:21])[CH2:17][CH2:18]2)[N:2]=[N:3][N:4]2[C:9]=1[C:8]1[CH:10]=[CH:11][NH:12][C:7]=1[N:6]=[CH:5]2. Given the reactants [C:1]1([CH:13]2[CH2:18][CH2:17][C:16](=[C:19]([CH3:22])[C:20]#[N:21])[CH2:15][CH2:14]2)[N:2]=[N:3][N:4]2[C:9]=1[C:8]1[CH:10]=[CH:11][NH:12][C:7]=1[N:6]=[CH:5]2.C1(C2CCC(=CC#N)CC2)N=NN2C=1C1C=CNC=1N=C2, predict the reaction product. (7) Given the reactants [CH2:1]([O:3][CH2:4][CH2:5][O:6][CH2:7][CH2:8][O:9]C)[CH3:2].COCCOCCOCCCC.COCCOCCOCCOCCOC.C(OCCOCCOCCOCCO)CCC, predict the reaction product. The product is: [CH3:2][CH2:1][O:3][CH2:4][CH2:5][O:6][CH2:7][CH2:8][OH:9]. (8) Given the reactants [CH3:1][CH:2]([NH:4][C:5]1[CH:9]=[C:8]([C:10]2[CH:15]=[CH:14][N:13]=[CH:12][CH:11]=2)[S:7][C:6]=1[C:16]([O:18]C)=[O:17])[CH3:3].[OH-].[Na+], predict the reaction product. The product is: [CH3:3][CH:2]([NH:4][C:5]1[CH:9]=[C:8]([C:10]2[CH:15]=[CH:14][N:13]=[CH:12][CH:11]=2)[S:7][C:6]=1[C:16]([OH:18])=[O:17])[CH3:1]. (9) Given the reactants [CH3:1][O:2][C:3]1[C:8]([C:9]2[CH2:13][O:12][CH2:11][C:10]=2[C:14](OCC)=[O:15])=[CH:7][CH:6]=[CH:5][N:4]=1.[H-].[H-].[H-].[H-].[Li+].[Al+3], predict the reaction product. The product is: [CH3:1][O:2][C:3]1[C:8]([C:9]2[CH2:13][O:12][CH2:11][C:10]=2[CH2:14][OH:15])=[CH:7][CH:6]=[CH:5][N:4]=1. (10) Given the reactants C1(OC)C=CC=CC=1.[Cl-].[Al+3].[Cl-].[Cl-].[CH3:13][O:14][N:15]=[C:16]([C:32]1[O:33][CH2:34][CH2:35][N:36]=1)[C:17]1[CH:22]=[CH:21][CH:20]=[CH:19][C:18]=1[O:23]CC1C=CC(Cl)=CC=1, predict the reaction product. The product is: [CH3:13][O:14][N:15]=[C:16]([C:32]1[O:33][CH2:34][CH2:35][N:36]=1)[C:17]1[CH:22]=[CH:21][CH:20]=[CH:19][C:18]=1[OH:23].